This data is from Forward reaction prediction with 1.9M reactions from USPTO patents (1976-2016). The task is: Predict the product of the given reaction. (1) The product is: [C:1]([CH2:3][C:4]1([N:8]2[CH2:13][CH2:12][CH:11]([NH:14][C@@H:21]3[CH2:23][C@H:22]3[C:24]3[CH:29]=[CH:28][CH:27]=[CH:26][CH:25]=3)[CH2:10][CH2:9]2)[CH2:7][N:6]([CH2:31][C:30]([OH:34])=[O:33])[CH2:5]1)#[N:2]. Given the reactants [C:1]([CH2:3][C:4]1([N:8]2[CH2:13][CH2:12][CH:11]([N:14]([C@@H:21]3[CH2:23][C@H:22]3[C:24]3[CH:29]=[CH:28][CH:27]=[CH:26][CH:25]=3)C(=O)C(F)(F)F)[CH2:10][CH2:9]2)[CH2:7][NH:6][CH2:5]1)#[N:2].[C:30]([O:34]CC)(=[O:33])[CH:31]=O.C1(C)C=CC=CC=1.C(O)(=O)C.C(O[BH-](OC(=O)C)OC(=O)C)(=O)C.[Na+].O.[OH-].[Li+].Cl, predict the reaction product. (2) Given the reactants Cl.[O:2]1[CH2:7][CH2:6][N:5]([CH2:8][CH2:9][CH2:10][O:11][C:12]2[C:13]([O:23][CH3:24])=[CH:14][C:15]([NH2:22])=[C:16]([CH:21]=2)[C:17]([O:19]C)=O)[CH2:4][CH2:3]1.O.N.[C:27](#[N:29])[CH3:28], predict the reaction product. The product is: [O:2]1[CH2:3][CH2:4][N:5]([CH2:8][CH2:9][CH2:10][O:11][C:12]2[CH:21]=[C:16]3[C:15](=[CH:14][C:13]=2[O:23][CH3:24])[N:22]=[C:27]([CH3:28])[NH:29][C:17]3=[O:19])[CH2:6][CH2:7]1. (3) The product is: [OH:14][CH2:13][CH2:12][N:8]1[C:9]2[C:4](=[CH:3][C:2]([C:15]#[N:16])=[CH:11][CH:10]=2)[CH2:5][CH2:6][CH2:7]1. Given the reactants I[C:2]1[CH:3]=[C:4]2[C:9](=[CH:10][CH:11]=1)[N:8]([CH2:12][CH2:13][OH:14])[CH2:7][CH2:6][CH2:5]2.[C-:15]#[N:16].[Na+], predict the reaction product. (4) Given the reactants [C:1]1([S:14][CH2:15][C:16]([O:18][CH2:19][CH3:20])=[O:17])[CH:6]=[CH:5][CH:4]=[C:3]([S:7][CH2:8][C:9]([O:11][CH2:12][CH3:13])=[O:10])[CH:2]=1.[Br:21]N1C(=O)CCC1=O, predict the reaction product. The product is: [Br:21][C:6]1[CH:5]=[CH:4][C:3]([S:7][CH2:8][C:9]([O:11][CH2:12][CH3:13])=[O:10])=[CH:2][C:1]=1[S:14][CH2:15][C:16]([O:18][CH2:19][CH3:20])=[O:17]. (5) The product is: [CH2:28]([NH:36][C:23]([N:16]1[CH2:17][CH2:18][C:11]2([C:10](=[O:19])[N:9]([C:6]3[CH:5]=[CH:4][C:3]([CH2:1][CH3:2])=[CH:8][CH:7]=3)[CH2:13][CH2:12]2)[CH2:14][CH2:15]1)=[O:22])[CH2:29][C:30]1[CH:35]=[CH:34][CH:33]=[CH:32][CH:31]=1. Given the reactants [CH2:1]([C:3]1[CH:8]=[CH:7][C:6]([N:9]2[CH2:13][CH2:12][C:11]3([CH2:18][CH2:17][NH:16][CH2:15][CH2:14]3)[C:10]2=[O:19])=[CH:5][CH:4]=1)[CH3:2].O=C(Cl)[O:22][C:23](Cl)(Cl)Cl.[CH2:28]([NH2:36])[CH2:29][C:30]1[CH:35]=[CH:34][CH:33]=[CH:32][CH:31]=1, predict the reaction product. (6) Given the reactants [N:1]1[CH:6]=[CH:5][CH:4]=[CH:3][C:2]=1[CH:7]=[O:8].[Cl:9][C:10]1[C:15]([C:16]#[N:17])=[C:14]([C:18]([F:21])([F:20])[F:19])[CH:13]=[C:12]([NH:22][CH:23]([CH2:27]O)[CH:24]([CH3:26])[CH3:25])[N:11]=1.C1(C)C=CC(S(O)(=O)=O)=CC=1, predict the reaction product. The product is: [Cl:9][C:10]1[C:15]([C:16]#[N:17])=[C:14]([C:18]([F:20])([F:21])[F:19])[CH:13]=[C:12]([N:22]2[CH:23]([CH:24]([CH3:26])[CH3:25])[CH2:27][O:8][CH:7]2[C:2]2[CH:3]=[CH:4][CH:5]=[CH:6][N:1]=2)[N:11]=1. (7) Given the reactants [CH3:1][O:2][C:3]1[CH:8]=[CH:7][C:6]([C:9]([NH:24][C:25]2[O:26][CH2:27][C@H:28]([F:40])[C@:29]([C:32]3[CH:37]=[C:36](Br)[CH:35]=[CH:34][C:33]=3[F:39])([CH3:31])[N:30]=2)([C:16]2[CH:21]=[CH:20][C:19]([O:22][CH3:23])=[CH:18][CH:17]=2)[C:10]2[CH:15]=[CH:14][CH:13]=[CH:12][CH:11]=2)=[CH:5][CH:4]=1.CC1(C)C(C)(C)OB([C:49]2[CH:50]=[N:51][CH:52]=[C:53]([CH:56]=2)[C:54]#[N:55])O1.C(=O)([O-])[O-].[Na+].[Na+].C1(P(C2C=CC=CC=2)C2C=CC=CC=2)C=CC=CC=1, predict the reaction product. The product is: [CH3:1][O:2][C:3]1[CH:8]=[CH:7][C:6]([C:9]([NH:24][C:25]2[O:26][CH2:27][C@H:28]([F:40])[C@:29]([C:32]3[CH:37]=[C:36]([C:49]4[CH:50]=[N:51][CH:52]=[C:53]([CH:56]=4)[C:54]#[N:55])[CH:35]=[CH:34][C:33]=3[F:39])([CH3:31])[N:30]=2)([C:16]2[CH:21]=[CH:20][C:19]([O:22][CH3:23])=[CH:18][CH:17]=2)[C:10]2[CH:15]=[CH:14][CH:13]=[CH:12][CH:11]=2)=[CH:5][CH:4]=1. (8) Given the reactants [CH3:1][C:2]1[N:3]=[C:4]([NH2:7])[S:5][CH:6]=1.[CH3:8][C:9]([O:12][C:13](O[C:13]([O:12][C:9]([CH3:11])([CH3:10])[CH3:8])=[O:14])=[O:14])([CH3:11])[CH3:10].CCN(CC)CC, predict the reaction product. The product is: [CH3:1][C:2]1[N:3]=[C:4]([NH:7][C:13](=[O:14])[O:12][C:9]([CH3:11])([CH3:10])[CH3:8])[S:5][CH:6]=1. (9) The product is: [Cl:23][C:24]1[CH:31]=[CH:30][C:29]([N+:32]([O-:34])=[O:33])=[CH:28][C:25]=1[C:26]1[NH:21][C:18]2[CH:19]=[CH:20][C:15]([C:13]#[N:14])=[CH:16][C:17]=2[N:22]=1. Given the reactants NC1C=CC(C#N)=CC=1[N+]([O-])=O.[C:13]([C:15]1[CH:20]=[CH:19][C:18]([NH2:21])=[C:17]([NH2:22])[CH:16]=1)#[N:14].[Cl:23][C:24]1[CH:31]=[CH:30][C:29]([N+:32]([O-:34])=[O:33])=[CH:28][C:25]=1[CH:26]=O, predict the reaction product.